Dataset: SARS-CoV-2 main protease (3CLPro) crystallographic fragment screen with 879 compounds. Task: Binary Classification. Given a drug SMILES string, predict its activity (active/inactive) in a high-throughput screening assay against a specified biological target. (1) The drug is COC(=O)CNC(=O)c1cc(C)on1. The result is 0 (inactive). (2) The compound is NC(=O)C1CCC(F)(F)CC1. The result is 0 (inactive). (3) The drug is OC[C@H]1CNC[C@H]1c1ccccc1F. The result is 0 (inactive). (4) The result is 0 (inactive). The compound is Cc1ccc(CS(N)(=O)=O)cc1F. (5) The molecule is CS(=O)(=O)N1CCN(Cc2ccco2)CC1.O=C(O)C(=O)O. The result is 0 (inactive).